From a dataset of Catalyst prediction with 721,799 reactions and 888 catalyst types from USPTO. Predict which catalyst facilitates the given reaction. (1) Reactant: [N:1]1([C:7]2[CH:12]=[CH:11][C:10](B(O)O)=[CH:9][CH:8]=2)[CH2:6][CH2:5][O:4][CH2:3][CH2:2]1.[OH-].[Na+].[ClH:18].[N:19]12[CH2:26][CH2:25][CH:22]([CH2:23][CH2:24]1)[C@@H:21]([NH:27][C:28]([C:30]1[O:31][C:32]3[C:38](Br)=[CH:37][CH:36]=[CH:35][C:33]=3[CH:34]=1)=[O:29])[CH2:20]2. Product: [ClH:18].[N:19]12[CH2:24][CH2:23][CH:22]([CH2:25][CH2:26]1)[C@@H:21]([NH:27][C:28]([C:30]1[O:31][C:32]3[C:38]([C:10]4[CH:11]=[CH:12][C:7]([N:1]5[CH2:6][CH2:5][O:4][CH2:3][CH2:2]5)=[CH:8][CH:9]=4)=[CH:37][CH:36]=[CH:35][C:33]=3[CH:34]=1)=[O:29])[CH2:20]2. The catalyst class is: 151. (2) Reactant: [Si]([O:8][C:9]1[CH:10]=[C:11]([CH:14]=[C:15]([CH2:17][CH2:18][CH2:19][O:20][CH3:21])[CH:16]=1)[CH:12]=[O:13])(C(C)(C)C)(C)C.[F-].C([N+](CCCC)(CCCC)CCCC)CCC. Product: [OH:8][C:9]1[CH:10]=[C:11]([CH:14]=[C:15]([CH2:17][CH2:18][CH2:19][O:20][CH3:21])[CH:16]=1)[CH:12]=[O:13]. The catalyst class is: 1.